Dataset: Full USPTO retrosynthesis dataset with 1.9M reactions from patents (1976-2016). Task: Predict the reactants needed to synthesize the given product. (1) Given the product [F:14][C:4]1[CH:3]=[C:2]([SH:19])[CH:7]=[CH:6][C:5]=1[CH:8]([CH3:13])[C:9]([O:11][CH3:12])=[O:10], predict the reactants needed to synthesize it. The reactants are: N[C:2]1[CH:7]=[CH:6][C:5]([CH:8]([CH3:13])[C:9]([O:11][CH3:12])=[O:10])=[C:4]([F:14])[CH:3]=1.C(OC([S-])=[S:19])C.[K+]. (2) Given the product [NH2:28][CH2:29][C:30]1[CH:38]=[CH:37][C:33]([C:34]([NH:6][C:5]2[CH:7]=[CH:8][C:2]([Br:1])=[CH:3][C:4]=2[N:9]2[CH2:14][CH2:13][N:12]([CH2:15][CH2:16][C:17]([F:19])([F:18])[F:20])[CH2:11][CH2:10]2)=[O:35])=[C:32]([F:39])[C:31]=1[F:40], predict the reactants needed to synthesize it. The reactants are: [Br:1][C:2]1[CH:8]=[CH:7][C:5]([NH2:6])=[C:4]([N:9]2[CH2:14][CH2:13][N:12]([CH2:15][CH2:16][C:17]([F:20])([F:19])[F:18])[CH2:11][CH2:10]2)[CH:3]=1.C(OC([NH:28][CH2:29][C:30]1[CH:38]=[CH:37][C:33]([C:34](O)=[O:35])=[C:32]([F:39])[C:31]=1[F:40])=O)(C)(C)C.CCN(C(C)C)C(C)C.CN(C(ON1N=NC2C=CC=NC1=2)=[N+](C)C)C.F[P-](F)(F)(F)(F)F.Cl. (3) The reactants are: [F:1][C:2]1[CH:9]=[C:8]([OH:10])[CH:7]=[CH:6][C:3]=1[CH:4]=[O:5].Br[CH2:12][CH2:13][O:14][CH2:15][C:16]1[CH:21]=[CH:20][CH:19]=[CH:18][CH:17]=1. Given the product [CH2:15]([O:14][CH2:13][CH2:12][O:10][C:8]1[CH:7]=[CH:6][C:3]([CH:4]=[O:5])=[C:2]([F:1])[CH:9]=1)[C:16]1[CH:21]=[CH:20][CH:19]=[CH:18][CH:17]=1, predict the reactants needed to synthesize it. (4) The reactants are: C(OC([C@@H]1C[C@H]1C1C=CC(N)=CC=1)=O)C.FC(F)(F)C1C=C(OC2C=C(C=CC=2)C=O)C=CC=1.C(O[BH-](OC(=O)C)OC(=O)C)(=O)C.[Na+].[F:49][C:50]([F:81])([F:80])[C:51]1[CH:52]=[C:53]([O:57][C:58]2[CH:59]=[C:60]([CH2:64][NH:65][C:66]3[CH:71]=[CH:70][C:69]([CH:72]4[CH2:74][CH:73]4[C:75]([O:77]CC)=[O:76])=[CH:68][CH:67]=3)[CH:61]=[CH:62][CH:63]=2)[CH:54]=[CH:55][CH:56]=1.[OH-].[Na+].Cl. Given the product [F:49][C:50]([F:80])([F:81])[C:51]1[CH:52]=[C:53]([O:57][C:58]2[CH:59]=[C:60]([CH2:64][NH:65][C:66]3[CH:71]=[CH:70][C:69]([C@@H:72]4[CH2:74][C@H:73]4[C:75]([OH:77])=[O:76])=[CH:68][CH:67]=3)[CH:61]=[CH:62][CH:63]=2)[CH:54]=[CH:55][CH:56]=1, predict the reactants needed to synthesize it. (5) The reactants are: Cl.[CH:2]1([NH:8][C:9]2[N:17]=[C:16]([NH:18][C:19]3[CH:24]=[CH:23][C:22]([N:25]4[CH2:30][CH2:29][NH:28][CH2:27][CH2:26]4)=[CH:21][C:20]=3[O:31][CH3:32])[N:15]=[C:14]3[C:10]=2[N:11]=[CH:12][NH:13]3)[CH2:7][CH2:6][CH2:5][CH2:4][CH2:3]1.CCN(C(C)C)C(C)C.[CH3:42][N:43]1[CH2:48][CH2:47][C:46](=O)[CH2:45][CH2:44]1.[BH-](OC(C)=O)(OC(C)=O)OC(C)=O.[Na+]. Given the product [CH:2]1([NH:8][C:9]2[N:17]=[C:16]([NH:18][C:19]3[CH:24]=[CH:23][C:22]([N:25]4[CH2:26][CH2:27][N:28]([CH:46]5[CH2:47][CH2:48][N:43]([CH3:42])[CH2:44][CH2:45]5)[CH2:29][CH2:30]4)=[CH:21][C:20]=3[O:31][CH3:32])[N:15]=[C:14]3[C:10]=2[N:11]=[CH:12][NH:13]3)[CH2:3][CH2:4][CH2:5][CH2:6][CH2:7]1, predict the reactants needed to synthesize it. (6) The reactants are: Cl[C:2]1[C:10]([C:11]([OH:13])=[O:12])=[C:9]2[N:5]([CH2:6][CH2:7][CH2:8]2)[C:4](=[O:14])[C:3]=1[CH3:15].[F:16][C:17]1[CH:23]=[C:22]([I:24])[CH:21]=[CH:20][C:18]=1[NH2:19].[Li+].C[Si]([N-][Si](C)(C)C)(C)C. Given the product [F:16][C:17]1[CH:23]=[C:22]([I:24])[CH:21]=[CH:20][C:18]=1[NH:19][C:2]1[C:10]([C:11]([OH:13])=[O:12])=[C:9]2[N:5]([CH2:6][CH2:7][CH2:8]2)[C:4](=[O:14])[C:3]=1[CH3:15], predict the reactants needed to synthesize it. (7) Given the product [CH3:23][O:22][C:21]1[CH:20]=[CH:19][C:18]([CH:24]=[CH:25][C:26]([OH:28])=[O:27])=[CH:17][C:16]=1[C:3]1[C:2]([O:1][CH2:37][C:36]2[CH:39]=[CH:40][C:33]([O:32][CH3:31])=[CH:34][CH:35]=2)=[CH:11][C:10]2[C:9]([CH3:13])([CH3:12])[CH2:8][CH2:7][C:6]([CH3:15])([CH3:14])[C:5]=2[CH:4]=1, predict the reactants needed to synthesize it. The reactants are: [OH:1][C:2]1[C:3]([C:16]2[CH:17]=[C:18]([CH:24]=[CH:25][C:26]([O:28]CC)=[O:27])[CH:19]=[CH:20][C:21]=2[O:22][CH3:23])=[CH:4][C:5]2[C:6]([CH3:15])([CH3:14])[CH2:7][CH2:8][C:9]([CH3:13])([CH3:12])[C:10]=2[CH:11]=1.[CH3:31][O:32][C:33]1[CH:40]=[CH:39][C:36]([CH2:37]Cl)=[CH:35][CH:34]=1.